Predict the reactants needed to synthesize the given product. From a dataset of Full USPTO retrosynthesis dataset with 1.9M reactions from patents (1976-2016). Given the product [Cl:9][C:6]1[N:5]=[CH:4][C:3]([C:10]([N:12]2[CH2:17][CH2:16][CH:15]([C:18]3[CH:23]=[CH:22][C:21]([F:24])=[CH:20][CH:19]=3)[CH2:14][CH2:13]2)=[O:11])=[C:2]([NH:28][C:27]2[CH:29]=[C:30]([F:34])[CH:31]=[C:32]([F:33])[C:26]=2[F:25])[C:7]=1[CH3:8], predict the reactants needed to synthesize it. The reactants are: Cl[C:2]1[C:7]([CH3:8])=[C:6]([Cl:9])[N:5]=[CH:4][C:3]=1[C:10]([N:12]1[CH2:17][CH2:16][CH:15]([C:18]2[CH:23]=[CH:22][C:21]([F:24])=[CH:20][CH:19]=2)[CH2:14][CH2:13]1)=[O:11].[F:25][C:26]1[C:32]([F:33])=[CH:31][C:30]([F:34])=[CH:29][C:27]=1[NH2:28].